The task is: Predict the reactants needed to synthesize the given product.. This data is from Full USPTO retrosynthesis dataset with 1.9M reactions from patents (1976-2016). (1) Given the product [CH3:38][O:37][C:34]1[CH:33]=[CH:32][C:31]([CH2:30][N:8]([CH2:7][C:6]2[CH:5]=[CH:4][C:3]([O:2][CH3:1])=[CH:40][CH:39]=2)[C:9]2[N:10]=[CH:11][C:12]([C:15]3[C:16]4[CH2:29][CH2:28][N:27]([C:42]5[CH:43]=[C:44]([C:49]([N:51]6[CH2:52][CH2:53][O:54][CH2:55][CH2:56]6)=[O:50])[CH:45]=[CH:46][C:47]=5[CH3:48])[C:17]=4[N:18]=[C:19]([N:21]4[CH2:26][CH2:25][O:24][CH2:23][CH2:22]4)[N:20]=3)=[CH:13][N:14]=2)=[CH:36][CH:35]=1, predict the reactants needed to synthesize it. The reactants are: [CH3:1][O:2][C:3]1[CH:40]=[CH:39][C:6]([CH2:7][N:8]([CH2:30][C:31]2[CH:36]=[CH:35][C:34]([O:37][CH3:38])=[CH:33][CH:32]=2)[C:9]2[N:14]=[CH:13][C:12]([C:15]3[C:16]4[CH2:29][CH2:28][NH:27][C:17]=4[N:18]=[C:19]([N:21]4[CH2:26][CH2:25][O:24][CH2:23][CH2:22]4)[N:20]=3)=[CH:11][N:10]=2)=[CH:5][CH:4]=1.Br[C:42]1[CH:43]=[C:44]([C:49]([N:51]2[CH2:56][CH2:55][O:54][CH2:53][CH2:52]2)=[O:50])[CH:45]=[CH:46][C:47]=1[CH3:48].COC1C=CC=C(OC)C=1C1C=CC=CC=1P(C1CCCCC1)C1CCCCC1.P([O-])([O-])([O-])=O.[K+].[K+].[K+].[Cl-].[NH4+]. (2) The reactants are: [CH:1]1([NH:4][C:5]([C:7]2[CH:12]=[CH:11][C:10]([C:13]3[N:17]4[N:18]=[C:19]([C:29](OC)=[O:30])[CH:20]=[C:21]([NH:22][CH2:23][CH2:24][C:25]([F:28])([F:27])[F:26])[C:16]4=[N:15][CH:14]=3)=[CH:9][C:8]=2[CH3:33])=[O:6])[CH2:3][CH2:2]1.[H-].C([Al+]CC(C)C)C(C)C.[Cl-].[NH4+].O. Given the product [CH:1]1([NH:4][C:5](=[O:6])[C:7]2[CH:12]=[CH:11][C:10]([C:13]3[N:17]4[N:18]=[C:19]([CH2:29][OH:30])[CH:20]=[C:21]([NH:22][CH2:23][CH2:24][C:25]([F:26])([F:27])[F:28])[C:16]4=[N:15][CH:14]=3)=[CH:9][C:8]=2[CH3:33])[CH2:2][CH2:3]1, predict the reactants needed to synthesize it. (3) Given the product [C:1]([OH:6])(=[O:5])[C:2]([OH:4])=[O:3].[Cl:37][C:33]1[CH:32]=[C:31]([C@@H:29]([OH:30])[CH2:28][NH:27][C@H:24]([CH2:25][OH:26])[CH2:23][C:20]2[CH:21]=[CH:22][C:17]([O:16][C:11]3[N:12]=[CH:13][CH:14]=[CH:15][C:10]=3[C:9]([NH2:40])=[O:8])=[CH:18][CH:19]=2)[CH:36]=[CH:35][CH:34]=1, predict the reactants needed to synthesize it. The reactants are: [C:1]([OH:6])(=[O:5])[C:2]([OH:4])=[O:3].C[O:8][C:9](=O)[C:10]1[CH:15]=[CH:14][CH:13]=[N:12][C:11]=1[O:16][C:17]1[CH:22]=[CH:21][C:20]([CH2:23][C@H:24]([NH:27][CH2:28][C@@H:29]([C:31]2[CH:36]=[CH:35][CH:34]=[C:33]([Cl:37])[CH:32]=2)[OH:30])[CH2:25][OH:26])=[CH:19][CH:18]=1.[OH-].[NH4+:40].